Dataset: Peptide-MHC class I binding affinity with 185,985 pairs from IEDB/IMGT. Task: Regression. Given a peptide amino acid sequence and an MHC pseudo amino acid sequence, predict their binding affinity value. This is MHC class I binding data. (1) The peptide sequence is RQNAAIEAL. The MHC is HLA-B57:01 with pseudo-sequence HLA-B57:01. The binding affinity (normalized) is 0.0847. (2) The peptide sequence is FLSDYGPQL. The MHC is HLA-A02:01 with pseudo-sequence HLA-A02:01. The binding affinity (normalized) is 1.00.